From a dataset of Forward reaction prediction with 1.9M reactions from USPTO patents (1976-2016). Predict the product of the given reaction. Given the reactants C([O:8][C:9]1[CH:10]=[C:11]([CH:17]([C:23]2[CH:28]=[CH:27][C:26]([O:29][CH3:30])=[C:25]([O:31]CC3C=CC=CC=3)[CH:24]=2)[N:18]2[CH:22]=[N:21][CH:20]=[N:19]2)[CH:12]=[CH:13][C:14]=1[O:15][CH3:16])C1C=CC=CC=1, predict the reaction product. The product is: [OH:8][C:9]1[CH:10]=[C:11]([CH:17]([C:23]2[CH:28]=[CH:27][C:26]([O:29][CH3:30])=[C:25]([OH:31])[CH:24]=2)[N:18]2[CH:22]=[N:21][CH:20]=[N:19]2)[CH:12]=[CH:13][C:14]=1[O:15][CH3:16].